This data is from Catalyst prediction with 721,799 reactions and 888 catalyst types from USPTO. The task is: Predict which catalyst facilitates the given reaction. (1) Reactant: [CH3:1][C:2]1[C:8]([OH:9])=[CH:7][CH:6]=[CH:5][C:3]=1[OH:4].[NH2:10][C:11]1[CH:16]=[CH:15][C:14]([OH:17])=[CH:13][CH:12]=1.[OH-:18].[NH4+:19]. Product: [OH:4][C:3]1[C:5](=[N:10][C:11]2[CH:16]=[CH:15][C:14]([OH:17])=[CH:13][CH:12]=2)[CH:6]=[C:7]([NH:19][C:2]2[CH:8]=[CH:7][C:6]([OH:18])=[CH:5][CH:3]=2)[C:8](=[O:9])[C:2]=1[CH3:1]. The catalyst class is: 40. (2) Reactant: [CH:1]12[CH2:10][CH:5]3[CH2:6][CH:7]([CH2:9][CH:3]([CH2:4]3)[CH:2]1[O:11][CH2:12][C:13]([CH:19]1[CH2:24][CH2:23][CH2:22][CH2:21][CH2:20]1)([CH2:16][O:17][CH3:18])[CH2:14][OH:15])[CH2:8]2.[H-].[Na+].CI.[CH3:29]CCCCC.C(OCC)(=O)C. Product: [CH:3]12[CH2:4][CH:5]3[CH2:6][CH:7]([CH2:8][CH:1]([CH2:10]3)[CH:2]1[O:11][CH2:12][C:13]([CH:19]1[CH2:20][CH2:21][CH2:22][CH2:23][CH2:24]1)([CH2:14][O:15][CH3:29])[CH2:16][O:17][CH3:18])[CH2:9]2. The catalyst class is: 1. (3) Reactant: Br[C:2]1[CH:3]=[C:4]([C:8]2[N:12]([C:13]3[CH:18]=[CH:17][CH:16]=[CH:15][CH:14]=3)[C:11]3[CH:19]=[CH:20][CH:21]=[CH:22][C:10]=3[N:9]=2)[CH:5]=[CH:6][CH:7]=1.[B:23]1([B:23]2[O:27][C:26]([CH3:29])([CH3:28])[C:25]([CH3:31])([CH3:30])[O:24]2)[O:27][C:26]([CH3:29])([CH3:28])[C:25]([CH3:31])([CH3:30])[O:24]1.C([O-])(=O)C.[K+]. Product: [C:13]1([N:12]2[C:11]3[CH:19]=[CH:20][CH:21]=[CH:22][C:10]=3[N:9]=[C:8]2[C:4]2[CH:5]=[CH:6][CH:7]=[C:2]([B:23]3[O:27][C:26]([CH3:29])([CH3:28])[C:25]([CH3:31])([CH3:30])[O:24]3)[CH:3]=2)[CH:18]=[CH:17][CH:16]=[CH:15][CH:14]=1. The catalyst class is: 294. (4) Reactant: [S:1]1[C:5]2[CH:6]=[CH:7][CH:8]=[CH:9][C:4]=2[N:3]=[C:2]1[C:10]([NH2:12])=O.N1C=CC=CC=1.O=P(Cl)(Cl)Cl. Product: [C:10]([C:2]1[S:1][C:5]2[CH:6]=[CH:7][CH:8]=[CH:9][C:4]=2[N:3]=1)#[N:12]. The catalyst class is: 521. (5) Reactant: [Cl:1][C:2]1[C:7]([N:8]([CH2:20][CH3:21])[CH2:9][CH:10]2[CH2:12][CH:11]2[C:13]2[CH:18]=[CH:17][C:16]([F:19])=[CH:15][CH:14]=2)=[CH:6][N:5]=[N:4][C:3]=1[NH:22][NH:23][C:24](=O)[CH2:25][CH:26]1[CH2:28][CH2:27]1.P(Cl)(Cl)(Cl)=O. Product: [Cl:1][C:2]1[C:3]2[N:4]([C:24]([CH2:25][CH:26]3[CH2:28][CH2:27]3)=[N:23][N:22]=2)[N:5]=[CH:6][C:7]=1[N:8]([CH2:20][CH3:21])[CH2:9][CH:10]1[CH2:12][CH:11]1[C:13]1[CH:18]=[CH:17][C:16]([F:19])=[CH:15][CH:14]=1. The catalyst class is: 10. (6) Reactant: CN1CCOCC1.C(Cl)(=O)OCC(C)C.[C:16]([NH:23][C@H:24]([C:33](O)=[O:34])[CH2:25][CH2:26][C:27]1[CH:32]=[CH:31][CH:30]=[CH:29][CH:28]=1)([O:18][C:19]([CH3:22])([CH3:21])[CH3:20])=[O:17].[BH4-].[Na+]. Product: [C:19]([O:18][C:16]([NH:23][C@H:24]([CH2:33][OH:34])[CH2:25][CH2:26][C:27]1[CH:32]=[CH:31][CH:30]=[CH:29][CH:28]=1)=[O:17])([CH3:22])([CH3:21])[CH3:20]. The catalyst class is: 762. (7) Reactant: [CH3:1][C@@:2]12[C:9]([CH3:11])([CH3:10])[CH:6]([CH2:7][CH2:8]1)[C:5](=[O:12])[CH2:4][C:3]2=[O:13].C(N(CC)CC)C.[Cl:21][C:22]1[CH:23]=[C:24]([N:29]=[C:30]=[O:31])[CH:25]=[C:26]([Cl:28])[CH:27]=1.Cl. Product: [Cl:21][C:22]1[CH:23]=[C:24]([NH:29][C:30]([CH:4]2[C:5](=[O:12])[CH:6]3[C:9]([CH3:10])([CH3:11])[C@:2]([CH3:1])([CH2:8][CH2:7]3)[C:3]2=[O:13])=[O:31])[CH:25]=[C:26]([Cl:28])[CH:27]=1. The catalyst class is: 119. (8) Reactant: [O:1]1[C:5]2[CH:6]=[CH:7][C:8]([CH2:10][C:11]([OH:13])=[O:12])=[CH:9][C:4]=2[CH2:3][CH2:2]1.BrN1C(=O)CCC1=O. Product: [O:1]1[C:5]2[CH:6]=[CH:7][C:8]([CH2:10][C:11]([OH:13])=[O:12])=[CH:9][C:4]=2[CH:3]=[CH:2]1. The catalyst class is: 340. (9) Reactant: C(O[C:6]([N:8]1[CH2:13][CH2:12][N:11]([C:14]2[C:19]([NH:20][S:21]([CH3:24])(=[O:23])=[O:22])=[CH:18][CH:17]=[CH:16][C:15]=2[Cl:25])[CH2:10][CH2:9]1)=O)(C)(C)C.FC(F)(F)C(O)=O.[CH3:33][S:34]([N:37]1[CH2:42][CH2:41][C:40]2[N:43]([CH2:56][CH:57]3C[O:58]3)[N:44]=[C:45]([C:46]3[CH:51]=[CH:50][C:49]([C:52]([F:55])([F:54])[F:53])=[CH:48][CH:47]=3)[C:39]=2[CH2:38]1)(=[O:36])=[O:35]. Product: [Cl:25][C:15]1[C:14]([N:11]2[CH2:10][CH2:9][N:8]([CH2:6][CH:57]([OH:58])[CH2:56][N:43]3[C:40]4[CH2:41][CH2:42][N:37]([S:34]([CH3:33])(=[O:36])=[O:35])[CH2:38][C:39]=4[C:45]([C:46]4[CH:51]=[CH:50][C:49]([C:52]([F:54])([F:55])[F:53])=[CH:48][CH:47]=4)=[N:44]3)[CH2:13][CH2:12]2)=[C:19]([NH:20][S:21]([CH3:24])(=[O:22])=[O:23])[CH:18]=[CH:17][CH:16]=1. The catalyst class is: 2.